From a dataset of Forward reaction prediction with 1.9M reactions from USPTO patents (1976-2016). Predict the product of the given reaction. (1) Given the reactants [CH2:1]([O:8][C:9]([C:11]1[O:12][C:13]([C:16]([OH:18])=O)=[CH:14][CH:15]=1)=[O:10])[C:2]1[CH:7]=[CH:6][CH:5]=[CH:4][CH:3]=1.ClC(OCC)=O.O.[NH3:26].[Cl-].[NH4+], predict the reaction product. The product is: [CH2:1]([O:8][C:9]([C:11]1[O:12][C:13]([C:16](=[O:18])[NH2:26])=[CH:14][CH:15]=1)=[O:10])[C:2]1[CH:7]=[CH:6][CH:5]=[CH:4][CH:3]=1. (2) Given the reactants O[C:2]1[N:10]=[C:9]([S:11][CH2:12][C:13]2[CH:18]=[CH:17][C:16]([O:19][CH3:20])=[C:15]([N+:21]([O-:23])=[O:22])[CH:14]=2)[N:8]=[C:7]2[C:3]=1[N:4]=[CH:5][NH:6]2.P(Cl)(Cl)([Cl:26])=O.CN(C)C1C=CC=CC=1, predict the reaction product. The product is: [Cl:26][C:2]1[N:10]=[C:9]([S:11][CH2:12][C:13]2[CH:18]=[CH:17][C:16]([O:19][CH3:20])=[C:15]([N+:21]([O-:23])=[O:22])[CH:14]=2)[N:8]=[C:7]2[C:3]=1[N:4]=[CH:5][NH:6]2.